Predict which catalyst facilitates the given reaction. From a dataset of Catalyst prediction with 721,799 reactions and 888 catalyst types from USPTO. (1) Reactant: [CH:1]([CH:3]1[C:8](=[O:9])[NH:7][C:6](=[O:10])[NH:5][C:4]1=[O:11])=O.[NH2:12][NH2:13]. Product: [N:12](=[CH:1]/[CH:3]1[C:8](=[O:9])[NH:7][C:6](=[O:10])[NH:5][C:4]1=[O:11])\[NH2:13]. The catalyst class is: 5. (2) Reactant: O=C1C2C(=CC=CC=2)C(=O)[N:3]1[CH2:12][CH2:13][CH2:14][N:15]1[CH:20]=[C:19]([F:21])[CH:18]=[C:17]([C@H:22]2[CH2:26][CH2:25][CH2:24][N:23]2[C:27]2[CH:32]=[CH:31][N:30]3[N:33]=[CH:34][C:35]([C:36]([O:38][CH2:39][CH3:40])=[O:37])=[C:29]3[N:28]=2)[C:16]1=[O:41].CO.C1COCC1.NN.O. Product: [NH2:3][CH2:12][CH2:13][CH2:14][N:15]1[CH:20]=[C:19]([F:21])[CH:18]=[C:17]([C@H:22]2[CH2:26][CH2:25][CH2:24][N:23]2[C:27]2[CH:32]=[CH:31][N:30]3[N:33]=[CH:34][C:35]([C:36]([O:38][CH2:39][CH3:40])=[O:37])=[C:29]3[N:28]=2)[C:16]1=[O:41]. The catalyst class is: 6. (3) Reactant: [I-].[CH3:2][S+](C)(C)=O.[H-].[Na+].[Br:9][C:10]1[CH:15]=[CH:14][C:13]([S:16]([N:19]2[CH2:24][CH2:23][C:22](=[O:25])[CH:21]([F:26])[CH2:20]2)(=[O:18])=[O:17])=[CH:12][CH:11]=1. Product: [Br:9][C:10]1[CH:11]=[CH:12][C:13]([S:16]([N:19]2[CH2:24][CH2:23][C:22]3([O:25][CH2:2]3)[CH:21]([F:26])[CH2:20]2)(=[O:17])=[O:18])=[CH:14][CH:15]=1. The catalyst class is: 16. (4) Product: [CH2:1]([O:5][C:6]1[CH:7]=[CH:8][C:9]([S:12]([N:15]2[C:23]3[C:18](=[CH:19][C:20]([O:24][CH3:25])=[CH:21][CH:22]=3)[C:17]([CH2:26][CH2:27][C:28]3[NH:32][N:31]=[N:30][N:29]=3)=[CH:16]2)(=[O:13])=[O:14])=[CH:10][CH:11]=1)[CH2:2][CH2:3][CH3:4]. Reactant: [CH2:1]([O:5][C:6]1[CH:11]=[CH:10][C:9]([S:12]([N:15]2[C:23]3[C:18](=[CH:19][C:20]([O:24][CH3:25])=[CH:21][CH:22]=3)[C:17]([CH2:26][CH2:27][C:28]#[N:29])=[CH:16]2)(=[O:14])=[O:13])=[CH:8][CH:7]=1)[CH2:2][CH2:3][CH3:4].[N:30]([Si](C)(C)C)=[N+:31]=[N-:32].C([Sn](CCCC)=O)CCC.CCCCCC. The catalyst class is: 106. (5) Reactant: [F:1][C:2]1[CH:7]=[CH:6][CH:5]=[C:4]([F:8])[C:3]=1[C:9]1[NH:10][C:11]2[C:16]([CH:17]=1)=[CH:15][C:14](B1OC(C)(C)C(C)(C)O1)=[CH:13][CH:12]=2.[CH2:27]([N:29]1[C:33](OS(C(F)(F)F)(=O)=O)=[CH:32][C:31]([C:42]([F:45])([F:44])[F:43])=[N:30]1)[CH3:28]. Product: [F:8][C:4]1[CH:5]=[CH:6][CH:7]=[C:2]([F:1])[C:3]=1[C:9]1[NH:10][C:11]2[C:16]([CH:17]=1)=[CH:15][C:14]([C:33]1[N:29]([CH2:27][CH3:28])[N:30]=[C:31]([C:42]([F:43])([F:45])[F:44])[CH:32]=1)=[CH:13][CH:12]=2. The catalyst class is: 12. (6) Reactant: [N+:1]([C:4]1[CH:5]=[C:6]([CH:8]=[CH:9][CH:10]=1)[NH2:7])([O-:3])=[O:2].[N:11]([O-])=O.[Na+].[Cl:15][Sn]Cl.O. Product: [ClH:15].[N+:1]([C:4]1[CH:5]=[C:6]([NH:7][NH2:11])[CH:8]=[CH:9][CH:10]=1)([O-:3])=[O:2]. The catalyst class is: 223. (7) Reactant: [Cl:1][C:2]1[CH:3]=[C:4]2[C:9](=[C:10]([F:22])[C:11]=1[C:12]1[C:20]([CH3:21])=[CH:19][CH:18]=[C:17]3[C:13]=1[CH:14]=[N:15][NH:16]3)[N:8]=[CH:7][N:6]=[C:5]2[N:23]1[CH2:28][CH2:27][N:26]([C:29](=[O:32])[CH:30]=[CH2:31])[CH2:25][CH2:24]1.[B-](F)(F)(F)[F:34].[B-](F)(F)(F)F.C1[N+]2(CCl)CC[N+](F)(CC2)C1. Product: [Cl:1][C:2]1[CH:3]=[C:4]2[C:9](=[C:10]([F:22])[C:11]=1[C:12]1[C:20]([CH3:21])=[CH:19][CH:18]=[C:17]3[C:13]=1[C:14]([F:34])=[N:15][NH:16]3)[N:8]=[CH:7][N:6]=[C:5]2[N:23]1[CH2:28][CH2:27][N:26]([C:29](=[O:32])[CH:30]=[CH2:31])[CH2:25][CH2:24]1. The catalyst class is: 10.